Predict which catalyst facilitates the given reaction. From a dataset of Catalyst prediction with 721,799 reactions and 888 catalyst types from USPTO. (1) Reactant: CS(O[CH2:6][CH2:7][C:8]1[C:17]2[C:12](=[CH:13][CH:14]=[C:15]([O:18][CH3:19])[CH:16]=2)[CH:11]=[CH:10][CH:9]=1)(=O)=O.CC([O-])(C)C.[K+]. Product: [CH3:19][O:18][C:15]1[CH:16]=[C:17]2[C:12]([CH:11]=[CH:10][CH:9]=[C:8]2[CH:7]=[CH2:6])=[CH:13][CH:14]=1. The catalyst class is: 30. (2) Reactant: [CH3:1][C:2]1([CH3:12])[C:6]2[C:7]([OH:11])=[CH:8][CH:9]=[CH:10][C:5]=2[CH2:4][O:3]1.Cl[C:14]1[N:19]=[CH:18][C:17]([N:20]2[C:24](=[O:25])[C@:23]([CH2:27][CH3:28])([CH3:26])[NH:22][C:21]2=[O:29])=[CH:16][CH:15]=1.C([O-])([O-])=O.[K+].[K+]. Product: [CH3:1][C:2]1([CH3:12])[C:6]2[C:7]([O:11][C:14]3[N:19]=[CH:18][C:17]([N:20]4[C:24](=[O:25])[C@:23]([CH2:27][CH3:28])([CH3:26])[NH:22][C:21]4=[O:29])=[CH:16][CH:15]=3)=[CH:8][CH:9]=[CH:10][C:5]=2[CH2:4][O:3]1. The catalyst class is: 384.